From a dataset of Full USPTO retrosynthesis dataset with 1.9M reactions from patents (1976-2016). Predict the reactants needed to synthesize the given product. (1) Given the product [CH:1]([P:5]([CH2:10][C:11]1[N:16]=[C:15]([C:17]2[CH:22]=[CH:21][CH:20]=[CH:19][N:18]=2)[CH:14]=[CH:13][CH:12]=1)[CH:6]([CH3:8])[CH3:7])([CH3:2])[CH3:3], predict the reactants needed to synthesize it. The reactants are: [C:1]([P:5]([CH2:10][C:11]1[N:16]=[C:15]([C:17]2[CH:22]=[CH:21][CH:20]=[CH:19][N:18]=2)[CH:14]=[CH:13][CH:12]=1)[C:6](C)([CH3:8])[CH3:7])(C)([CH3:3])[CH3:2].[BH4-].[Na+]. (2) Given the product [F:32][C:24]1[CH:23]=[C:22]([C:21]2[N:20]=[C:12]([C:11]3[CH:15]=[CH:16][C:8]([N:3]4[CH2:4][CH2:5][CH2:6][CH2:7][CH:2]4[CH3:1])=[C:9]([N+:17]([O-:19])=[O:18])[CH:10]=3)[O:14][N:33]=2)[CH:31]=[CH:30][C:25]=1[C:26]([O:28][CH3:29])=[O:27], predict the reactants needed to synthesize it. The reactants are: [CH3:1][CH:2]1[CH2:7][CH2:6][CH2:5][CH2:4][N:3]1[C:8]1[CH:16]=[CH:15][C:11]([C:12]([OH:14])=O)=[CH:10][C:9]=1[N+:17]([O-:19])=[O:18].[NH2:20][C:21](=[N:33]O)[C:22]1[CH:31]=[CH:30][C:25]([C:26]([O:28][CH3:29])=[O:27])=[C:24]([F:32])[CH:23]=1.